This data is from Catalyst prediction with 721,799 reactions and 888 catalyst types from USPTO. The task is: Predict which catalyst facilitates the given reaction. (1) Reactant: [C:1]1([NH:7][C:8]([N:10]2[C@H:19]3[C:14]([C:15]4[CH:25]=[CH:24][CH:23]=[C:22]5[C:16]=4[C:17](=[CH:20][NH:21]5)[CH2:18]3)=[CH:13][C@@H:12]([C:26]([OH:28])=O)[CH2:11]2)=[O:9])[CH:6]=[CH:5][CH:4]=[CH:3][CH:2]=1.[CH2:29]1[CH2:33][N:32]([P+](ON2N=NC3C=CC=CC2=3)([N:32]2[CH2:33][CH2:29][CH2:30][CH2:31]2)[N:32]2[CH2:33][CH2:29][CH2:30][CH2:31]2)[CH2:31][CH2:30]1.F[P-](F)(F)(F)(F)F.N1CCCC1.CCN(C(C)C)C(C)C. Product: [C:1]1([NH:7][C:8]([N:10]2[C@H:19]3[C:14]([C:15]4[CH:25]=[CH:24][CH:23]=[C:22]5[C:16]=4[C:17](=[CH:20][NH:21]5)[CH2:18]3)=[CH:13][C@@H:12]([C:26]([N:32]3[CH2:33][CH2:29][CH2:30][CH2:31]3)=[O:28])[CH2:11]2)=[O:9])[CH:6]=[CH:5][CH:4]=[CH:3][CH:2]=1. The catalyst class is: 4. (2) Reactant: [CH2:1]([C:7]1[CH:12]=[CH:11][C:10](B(O)O)=[CH:9][CH:8]=1)[CH2:2][CH2:3][CH2:4][CH2:5][CH3:6].Br[C:17]1[CH:22]=[CH:21][C:20]([CH2:23][O:24][C:25]([C:38]2[CH:43]=[CH:42][CH:41]=[CH:40][CH:39]=2)([C:32]2[CH:37]=[CH:36][CH:35]=[CH:34][CH:33]=2)[C:26]2[CH:31]=[CH:30][CH:29]=[CH:28][CH:27]=2)=[CH:19][C:18]=1[N+:44]([O-:46])=[O:45].C(=O)([O-])[O-].[K+].[K+].C1(P(C2C=CC=CC=2)C2C=CC=CC=2)C=CC=CC=1. Product: [CH2:1]([C:7]1[CH:12]=[CH:11][C:10]([C:17]2[CH:22]=[CH:21][C:20]([CH2:23][O:24][C:25]([C:32]3[CH:33]=[CH:34][CH:35]=[CH:36][CH:37]=3)([C:26]3[CH:31]=[CH:30][CH:29]=[CH:28][CH:27]=3)[C:38]3[CH:43]=[CH:42][CH:41]=[CH:40][CH:39]=3)=[CH:19][C:18]=2[N+:44]([O-:46])=[O:45])=[CH:9][CH:8]=1)[CH2:2][CH2:3][CH2:4][CH2:5][CH3:6]. The catalyst class is: 487. (3) Reactant: [OH-].[Na+].CO.[CH:5]1([C:8]2[CH:13]=[C:12]([CH2:14][N:15]3[CH2:20][CH2:19][CH:18]([N:21]4[CH2:30][CH2:29][C:28]5[N:27]=[C:26]([CH2:31][CH2:32][CH3:33])[C:25]([C:34]([O:36]C)=[O:35])=[CH:24][C:23]=5[C:22]4=[O:38])[CH2:17][CH2:16]3)[C:11]([O:39][CH2:40][CH3:41])=[CH:10][C:9]=2[C:42]2[CH:47]=[CH:46][CH:45]=[CH:44][CH:43]=2)[CH2:7][CH2:6]1.Cl. Product: [CH:5]1([C:8]2[CH:13]=[C:12]([CH2:14][N:15]3[CH2:20][CH2:19][CH:18]([N:21]4[CH2:30][CH2:29][C:28]5[N:27]=[C:26]([CH2:31][CH2:32][CH3:33])[C:25]([C:34]([OH:36])=[O:35])=[CH:24][C:23]=5[C:22]4=[O:38])[CH2:17][CH2:16]3)[C:11]([O:39][CH2:40][CH3:41])=[CH:10][C:9]=2[C:42]2[CH:47]=[CH:46][CH:45]=[CH:44][CH:43]=2)[CH2:6][CH2:7]1. The catalyst class is: 476. (4) Reactant: C(O[BH-](OC(=O)C)OC(=O)C)(=O)C.[Na+].[F:15][C:16]1[CH:23]=[CH:22][C:21]([CH2:24][CH2:25][OH:26])=[CH:20][C:17]=1[CH:18]=O.FC(F)(F)C(O)=O.[CH:34]([C:37]1[S:38][CH:39]=[C:40]([C:42]([N:44]2[CH2:49][C:48]3([CH2:54][CH2:53][NH:52][CH2:51][CH2:50]3)[O:47][CH2:46][CH2:45]2)=[O:43])[N:41]=1)([CH3:36])[CH3:35].C(O)(=O)C. Product: [F:15][C:16]1[CH:23]=[CH:22][C:21]([CH2:24][CH2:25][OH:26])=[CH:20][C:17]=1[CH2:18][N:52]1[CH2:53][CH2:54][C:48]2([O:47][CH2:46][CH2:45][N:44]([C:42]([C:40]3[N:41]=[C:37]([CH:34]([CH3:35])[CH3:36])[S:38][CH:39]=3)=[O:43])[CH2:49]2)[CH2:50][CH2:51]1. The catalyst class is: 514. (5) Reactant: [NH2:1][C:2]1[N:7]2[N:8]=[C:9]([CH3:11])[CH:10]=[C:6]2[N:5]=[CH:4][C:3]=1[CH2:12][OH:13]. Product: [NH2:1][C:2]1[N:7]2[N:8]=[C:9]([CH3:11])[CH:10]=[C:6]2[N:5]=[CH:4][C:3]=1[CH:12]=[O:13]. The catalyst class is: 703. (6) Reactant: [NH2:1][C:2]1[C:7]([NH2:8])=[CH:6][C:5]([Br:9])=[CH:4][N:3]=1.[CH3:10][O:11][C:12]1[CH:17]=[CH:16][C:15]([CH2:18][C:19](Cl)=O)=[CH:14][CH:13]=1.C(OCC)(=O)C.O1CCCC1.[OH-].[Na+]. Product: [Br:9][C:5]1[CH:6]=[C:7]2[NH:8][C:19]([CH2:18][C:15]3[CH:16]=[CH:17][C:12]([O:11][CH3:10])=[CH:13][CH:14]=3)=[N:1][C:2]2=[N:3][CH:4]=1. The catalyst class is: 6. (7) Reactant: [CH3:1][C:2]1([CH3:18])[CH2:7][CH:6]([CH2:8][NH:9][C:10]2[N:15]=[C:14]([OH:16])[CH:13]=[CH:12][C:11]=2[F:17])[CH2:5][CH2:4][O:3]1.C(N(CC)CC)C.[F:26][C:27]([F:40])([F:39])[S:28](O[S:28]([C:27]([F:40])([F:39])[F:26])(=[O:30])=[O:29])(=[O:30])=[O:29].C(=O)(O)[O-].[Na+]. The catalyst class is: 4. Product: [F:26][C:27]([F:40])([F:39])[S:28]([O:16][C:14]1[CH:13]=[CH:12][C:11]([F:17])=[C:10]([NH:9][CH2:8][CH:6]2[CH2:5][CH2:4][O:3][C:2]([CH3:18])([CH3:1])[CH2:7]2)[N:15]=1)(=[O:30])=[O:29]. (8) Reactant: [CH3:1][C:2]1[CH:11]=[CH:10][CH:9]=[C:8]2[C:3]=1[N:4]=[C:5]([C:13]1[CH:18]=[CH:17][CH:16]=[CH:15][CH:14]=1)[C:6](=O)[NH:7]2.P(Cl)(Cl)([Cl:21])=O. Product: [Cl:21][C:6]1[C:5]([C:13]2[CH:18]=[CH:17][CH:16]=[CH:15][CH:14]=2)=[N:4][C:3]2[C:8](=[CH:9][CH:10]=[CH:11][C:2]=2[CH3:1])[N:7]=1. The catalyst class is: 28.